Task: Regression. Given a peptide amino acid sequence and an MHC pseudo amino acid sequence, predict their binding affinity value. This is MHC class II binding data.. Dataset: Peptide-MHC class II binding affinity with 134,281 pairs from IEDB (1) The peptide sequence is SFLVQAGNVQLRVIG. The MHC is DRB1_0101 with pseudo-sequence DRB1_0101. The binding affinity (normalized) is 0.955. (2) The peptide sequence is VRNCDLPVWLSWQVA. The binding affinity (normalized) is 0.171. The MHC is DRB1_0801 with pseudo-sequence DRB1_0801.